This data is from Peptide-MHC class I binding affinity with 185,985 pairs from IEDB/IMGT. The task is: Regression. Given a peptide amino acid sequence and an MHC pseudo amino acid sequence, predict their binding affinity value. This is MHC class I binding data. The peptide sequence is NYNGLLSSI. The MHC is HLA-B57:01 with pseudo-sequence HLA-B57:01. The binding affinity (normalized) is 0.0847.